From a dataset of Full USPTO retrosynthesis dataset with 1.9M reactions from patents (1976-2016). Predict the reactants needed to synthesize the given product. (1) Given the product [CH2:26]([O:1][CH2:2][C@@H:3]1[CH2:8][N:7]([C:9]([O:11][C:12]([CH3:13])([CH3:14])[CH3:15])=[O:10])[CH2:6][C@H:5]([C:16]([O:18][CH2:19][CH3:20])=[O:17])[O:4]1)[CH3:27], predict the reactants needed to synthesize it. The reactants are: [OH:1][CH2:2][C@@H:3]1[CH2:8][N:7]([C:9]([O:11][C:12]([CH3:15])([CH3:14])[CH3:13])=[O:10])[CH2:6][C@H:5]([C:16]([O:18][CH2:19][C:20]2C=CC=CC=2)=[O:17])[O:4]1.[CH2:26](I)[CH3:27]. (2) Given the product [CH3:1][CH:2]1[CH2:3][CH2:4][C:5]2[N:23]([C:24]3[CH:32]=[CH:31][C:27]([C:28]([OH:30])=[O:29])=[CH:26][CH:25]=3)[C:9]([C:11]3[CH:12]=[CH:13][C:14]4[O:19][CH2:18][C:17](=[O:20])[NH:16][C:15]=4[CH:21]=3)=[CH:8][C:6]=2[CH2:7]1, predict the reactants needed to synthesize it. The reactants are: [CH3:1][CH:2]1[CH2:7][CH:6]([CH2:8][C:9]([C:11]2[CH:12]=[CH:13][C:14]3[O:19][CH2:18][C:17](=[O:20])[NH:16][C:15]=3[CH:21]=2)=O)[C:5](=O)[CH2:4][CH2:3]1.[NH2:23][C:24]1[CH:32]=[CH:31][C:27]([C:28]([OH:30])=[O:29])=[CH:26][CH:25]=1.